This data is from Experimentally validated miRNA-target interactions with 360,000+ pairs, plus equal number of negative samples. The task is: Binary Classification. Given a miRNA mature sequence and a target amino acid sequence, predict their likelihood of interaction. (1) The miRNA is hsa-miR-130b-5p with sequence ACUCUUUCCCUGUUGCACUAC. The protein sequence of the target gene is MASVAWAVLKVLLLLPTQTWSPVGAGNPPDCDSPLASALPRSSFSSSSELSSSHGPGFSRLNRRDGAGGWTPLVSNKYQWLQIDLGERMEVTAVATQGGYGSSDWVTSYLLMFSDGGRNWKQYRREESIWGFPGNTNADSVVHYRLQPPFEARFLRFLPLAWNPRGRIGMRIEVYGCAYKSEVVYFDGQSALLYTLDKKPLKPIRDVISLKFKAMQSNGILLHREGQHGNHITLELIKGKLVFFLNSGNAKLPSTIAPVTLTLGSLLDDQHWHSVLIELLDTQVNFTVDKHTHHFQAKGD.... Result: 0 (no interaction). (2) The miRNA is mmu-miR-466l-5p with sequence UUGUGUGUACAUGUACAUGUAU. The protein sequence of the target gene is MTFSEILDRVGSMGPFQYLHVTLLALPILGIANHNLLQIFTATTPDHHCRPPPNASLEPWVLPLGPNGKPEKCLRFVHLPNASLPNDTQGATEPCLDGWIYNSTRDTIVTEWDLVCGSNKLKEMAQSVFMAGILVGGPVFGELSDRFGRKPILTWSYLLLAASGSSAAFSPSLTVYMIFRFLCGCSISGISLSTIILNVEWVPTSTRAISSTTIGYCYTIGQFILPGLAYAVPQWRWLQLSVSAAFFIFSLLSWWVPESIRWLVLSGKFSKALKTLQRVATFNGKKEEGEKLTVEELKFN.... Result: 1 (interaction).